Dataset: Reaction yield outcomes from USPTO patents with 853,638 reactions. Task: Predict the reaction yield, written as a fraction of the theoretical maximum amount of product (1.0 means a 100% yield; for example, 0.34 means a 34% yield). (1) The reactants are [CH2:1]([O:3][C:4]([C:6]1[C:7]([CH2:26][CH3:27])=[N:8][C:9]([NH:14][CH2:15][CH2:16][CH2:17][C:18]2[CH:23]=[CH:22][CH:21]=[C:20]([O:24]C)[CH:19]=2)=[N:10][C:11]=1[CH2:12][CH3:13])=[O:5])[CH3:2].B(Br)(Br)Br.C(Cl)Cl. The catalyst is C(Cl)Cl. The product is [CH2:1]([O:3][C:4]([C:6]1[C:7]([CH2:26][CH3:27])=[N:8][C:9]([NH:14][CH2:15][CH2:16][CH2:17][C:18]2[CH:23]=[CH:22][CH:21]=[C:20]([OH:24])[CH:19]=2)=[N:10][C:11]=1[CH2:12][CH3:13])=[O:5])[CH3:2]. The yield is 0.690. (2) The reactants are [CH2:1]([NH2:9])[CH2:2][C:3]1[CH:8]=[CH:7][CH:6]=[CH:5][CH:4]=1.[CH2:10]([O:17][C:18]1[CH:23]=[CH:22][C:21]([NH:24][C:25](=[O:31])[C:26](OCC)=[O:27])=[CH:20][C:19]=1[F:32])[C:11]1[CH:16]=[CH:15][CH:14]=[CH:13][CH:12]=1. No catalyst specified. The product is [CH2:10]([O:17][C:18]1[CH:23]=[CH:22][C:21]([NH:24][C:25](=[O:31])[C:26]([NH:9][CH2:1][CH2:2][C:3]2[CH:8]=[CH:7][CH:6]=[CH:5][CH:4]=2)=[O:27])=[CH:20][C:19]=1[F:32])[C:11]1[CH:12]=[CH:13][CH:14]=[CH:15][CH:16]=1. The yield is 0.990. (3) The reactants are Br[CH:2]([C:5]1[CH:22]=[CH:21][C:8]([CH2:9][C:10]([CH2:15][CH2:16][C:17]([F:20])([F:19])[F:18])([C:13]#[N:14])[C:11]#[N:12])=[CH:7][CH:6]=1)[CH2:3][Br:4].CC(C)([O-])C.[K+].O. The catalyst is CN(C)C=O. The product is [Br:4][CH:3]=[CH:2][C:5]1[CH:6]=[CH:7][C:8]([CH2:9][C:10]([CH2:15][CH2:16][C:17]([F:18])([F:19])[F:20])([C:13]#[N:14])[C:11]#[N:12])=[CH:21][CH:22]=1. The yield is 0.410. (4) The reactants are [CH3:1][O:2][C:3]([CH:5](P(OC)(OC)=O)[NH:6][C:7]([O:9][CH2:10][C:11]1[CH:16]=[CH:15][CH:14]=[CH:13][CH:12]=1)=[O:8])=[O:4].CN(C)C(=N)N(C)C.[C:31]([O:35][C:36]([N:38]1[C:46]2[C:41](=[CH:42][C:43]([CH:47]=O)=[CH:44][CH:45]=2)[CH:40]=[N:39]1)=[O:37])([CH3:34])([CH3:33])[CH3:32]. The catalyst is O1CCCC1. The product is [C:31]([O:35][C:36]([N:38]1[C:46]2[C:41](=[CH:42][C:43]([CH:47]=[C:5]([NH:6][C:7]([O:9][CH2:10][C:11]3[CH:12]=[CH:13][CH:14]=[CH:15][CH:16]=3)=[O:8])[C:3]([O:2][CH3:1])=[O:4])=[CH:44][CH:45]=2)[CH:40]=[N:39]1)=[O:37])([CH3:34])([CH3:33])[CH3:32]. The yield is 0.850. (5) The reactants are [C:1]1([C:7]([CH3:28])([CH2:13][N:14]([CH2:19][CH:20]([OH:27])[C:21]2[CH:26]=[CH:25][CH:24]=[CH:23][CH:22]=2)[C:15]([NH:17][CH3:18])=[O:16])[C:8](OCC)=[O:9])[CH2:6][CH2:5][CH2:4][CH2:3][CH:2]=1.C1(C(C)(CN(CC(O)C2C=CC=CC=2)C(NC)=O)C(OCC)=O)CCCCC1.CC([O-])(C)C.[K+]. The catalyst is CN(C=O)C. The product is [C:1]1([C:7]2([CH3:28])[CH2:13][N:14]([CH2:19][CH:20]([OH:27])[C:21]3[CH:22]=[CH:23][CH:24]=[CH:25][CH:26]=3)[C:15](=[O:16])[N:17]([CH3:18])[C:8]2=[O:9])[CH2:6][CH2:5][CH2:4][CH2:3][CH:2]=1. The yield is 0.790. (6) The reactants are [Cl:1][CH2:2][CH2:3][CH2:4][NH:5][C:6]1[C:15]([N+:16]([O-])=O)=[C:14]([O:19][CH3:20])[CH:13]=[CH:12][C:7]=1[C:8]([O:10][CH3:11])=[O:9]. The catalyst is C(O)(=O)C.[Fe]. The product is [NH2:16][C:15]1[C:6]([NH:5][CH2:4][CH2:3][CH2:2][Cl:1])=[C:7]([CH:12]=[CH:13][C:14]=1[O:19][CH3:20])[C:8]([O:10][CH3:11])=[O:9]. The yield is 0.680.